This data is from NCI-60 drug combinations with 297,098 pairs across 59 cell lines. The task is: Regression. Given two drug SMILES strings and cell line genomic features, predict the synergy score measuring deviation from expected non-interaction effect. (1) Drug 1: CS(=O)(=O)OCCCCOS(=O)(=O)C. Drug 2: CC1C(C(CC(O1)OC2CC(CC3=C2C(=C4C(=C3O)C(=O)C5=C(C4=O)C(=CC=C5)OC)O)(C(=O)CO)O)N)O.Cl. Cell line: LOX IMVI. Synergy scores: CSS=50.1, Synergy_ZIP=1.57, Synergy_Bliss=1.12, Synergy_Loewe=-28.0, Synergy_HSA=2.03. (2) Drug 1: CCN(CC)CCNC(=O)C1=C(NC(=C1C)C=C2C3=C(C=CC(=C3)F)NC2=O)C. Drug 2: C#CCC(CC1=CN=C2C(=N1)C(=NC(=N2)N)N)C3=CC=C(C=C3)C(=O)NC(CCC(=O)O)C(=O)O. Cell line: SK-OV-3. Synergy scores: CSS=26.6, Synergy_ZIP=3.14, Synergy_Bliss=0.776, Synergy_Loewe=-21.2, Synergy_HSA=-1.62.